This data is from Ames mutagenicity test results for genotoxicity prediction. The task is: Regression/Classification. Given a drug SMILES string, predict its toxicity properties. Task type varies by dataset: regression for continuous values (e.g., LD50, hERG inhibition percentage) or binary classification for toxic/non-toxic outcomes (e.g., AMES mutagenicity, cardiotoxicity, hepatotoxicity). Dataset: ames. The compound is ClC[C@H]1CO1. The result is 1 (mutagenic).